Dataset: Reaction yield outcomes from USPTO patents with 853,638 reactions. Task: Predict the reaction yield, written as a fraction of the theoretical maximum amount of product (1.0 means a 100% yield; for example, 0.34 means a 34% yield). (1) The reactants are [C:1]([CH2:4][N:5]([CH2:19][C:20]([OH:22])=[O:21])[C:6]1[CH:11]=[CH:10][CH:9]=[C:8]([O:12][C:13]2[CH:18]=[CH:17][CH:16]=[CH:15][CH:14]=2)[CH:7]=1)([OH:3])=O.C(=O)(O)[O-].[Na+]. The catalyst is C(OC(=O)C)(=O)C. The product is [O:12]([C:8]1[CH:7]=[C:6]([N:5]2[CH2:19][C:20](=[O:21])[O:22][C:1](=[O:3])[CH2:4]2)[CH:11]=[CH:10][CH:9]=1)[C:13]1[CH:14]=[CH:15][CH:16]=[CH:17][CH:18]=1. The yield is 1.00. (2) The reactants are C1(O[C:8](=[O:40])[NH:9][C:10]2[CH:15]=[C:14]([O:16][C:17]3[CH:22]=[CH:21][C:20]([NH:23][C:24]([C:26]4([C:29](=[O:38])[NH:30][C:31]5[CH:36]=[CH:35][C:34]([F:37])=[CH:33][CH:32]=5)[CH2:28][CH2:27]4)=[O:25])=[CH:19][C:18]=3[F:39])[N:13]=[CH:12][N:11]=2)C=CC=CC=1.[NH:41]1[CH2:46][CH2:45][O:44][CH2:43][CH2:42]1. The catalyst is CN(C)C=O. The product is [F:39][C:18]1[CH:19]=[C:20]([NH:23][C:24]([C:26]2([C:29]([NH:30][C:31]3[CH:36]=[CH:35][C:34]([F:37])=[CH:33][CH:32]=3)=[O:38])[CH2:27][CH2:28]2)=[O:25])[CH:21]=[CH:22][C:17]=1[O:16][C:14]1[CH:15]=[C:10]([NH:9][C:8]([N:41]2[CH2:46][CH2:45][O:44][CH2:43][CH2:42]2)=[O:40])[N:11]=[CH:12][N:13]=1. The yield is 0.829. (3) The reactants are [F:1][C:2]1[CH:3]=[C:4]([CH:28]=[CH:29][C:30]=1[F:31])[CH2:5][N:6]1[C:11](=[O:12])[C:10]([CH2:13]OS(C)(=O)=O)=[CH:9][C:8]([C:19]2[CH:24]=[CH:23][C:22]([O:25][CH3:26])=[C:21]([F:27])[CH:20]=2)=[N:7]1.[CH3:32][N:33]1[CH2:38][CH2:37][NH:36][CH2:35][CH2:34]1. No catalyst specified. The product is [F:1][C:2]1[CH:3]=[C:4]([CH:28]=[CH:29][C:30]=1[F:31])[CH2:5][N:6]1[C:11](=[O:12])[C:10]([CH2:13][N:36]2[CH2:37][CH2:38][N:33]([CH3:32])[CH2:34][CH2:35]2)=[CH:9][C:8]([C:19]2[CH:24]=[CH:23][C:22]([O:25][CH3:26])=[C:21]([F:27])[CH:20]=2)=[N:7]1. The yield is 0.550. (4) The reactants are Br[C:2]1[CH:7]=[CH:6][C:5]([CH3:8])=[CH:4][N:3]=1.CCCCCC.C([Li])CCC.[CH3:20][C:21]1[CH:22]=[C:23]([O:26][C:27]=1[CH3:28])[CH:24]=[O:25]. The catalyst is O1CCCC1.O. The product is [CH3:20][C:21]1[CH:22]=[C:23]([CH:24]([C:2]2[CH:7]=[CH:6][C:5]([CH3:8])=[CH:4][N:3]=2)[OH:25])[O:26][C:27]=1[CH3:28]. The yield is 0.440. (5) The reactants are [F:1][C:2]([F:17])([F:16])[C:3]1[CH:4]=[CH:5][C:6]([C:9]2[CH:14]=[CH:13][NH:12][C:11](=[O:15])[CH:10]=2)=[N:7][CH:8]=1.Br[C:19]1[CH:20]=[CH:21][C:22]2[C:23]3[CH2:33][CH2:32][N:31]([C:34]([O:36][C:37]([CH3:40])([CH3:39])[CH3:38])=[O:35])[CH2:30][CH2:29][C:24]=3[N:25]([CH3:28])[C:26]=2[CH:27]=1.OC1C=CC=C2C=1N=CC=C2.C([O-])([O-])=O.[Cs+].[Cs+]. The catalyst is CS(C)=O.[Cu]I. The product is [CH3:28][N:25]1[C:26]2[CH:27]=[C:19]([N:12]3[CH:13]=[CH:14][C:9]([C:6]4[CH:5]=[CH:4][C:3]([C:2]([F:1])([F:16])[F:17])=[CH:8][N:7]=4)=[CH:10][C:11]3=[O:15])[CH:20]=[CH:21][C:22]=2[C:23]2[CH2:33][CH2:32][N:31]([C:34]([O:36][C:37]([CH3:40])([CH3:39])[CH3:38])=[O:35])[CH2:30][CH2:29][C:24]1=2. The yield is 0.330. (6) The reactants are [Cl-].[Cl:2][CH2:3][N+:4]([CH3:13])([CH3:12])[CH2:5][CH2:6][CH2:7][C:8]([O:10]C)=[O:9]. The catalyst is O. The product is [Cl:2][CH2:3][N+:4]([CH3:13])([CH3:12])[CH2:5][CH2:6][CH2:7][C:8]([O-:10])=[O:9]. The yield is 0.910.